Dataset: NCI-60 drug combinations with 297,098 pairs across 59 cell lines. Task: Regression. Given two drug SMILES strings and cell line genomic features, predict the synergy score measuring deviation from expected non-interaction effect. (1) Drug 1: CN(C)C1=NC(=NC(=N1)N(C)C)N(C)C. Drug 2: CN(C(=O)NC(C=O)C(C(C(CO)O)O)O)N=O. Cell line: SF-268. Synergy scores: CSS=-5.13, Synergy_ZIP=0.450, Synergy_Bliss=-4.98, Synergy_Loewe=-11.8, Synergy_HSA=-10.4. (2) Drug 1: CC1C(C(CC(O1)OC2CC(OC(C2O)C)OC3=CC4=CC5=C(C(=O)C(C(C5)C(C(=O)C(C(C)O)O)OC)OC6CC(C(C(O6)C)O)OC7CC(C(C(O7)C)O)OC8CC(C(C(O8)C)O)(C)O)C(=C4C(=C3C)O)O)O)O. Drug 2: COCCOC1=C(C=C2C(=C1)C(=NC=N2)NC3=CC=CC(=C3)C#C)OCCOC.Cl. Cell line: SW-620. Synergy scores: CSS=22.0, Synergy_ZIP=2.23, Synergy_Bliss=0.644, Synergy_Loewe=-19.4, Synergy_HSA=-0.839. (3) Drug 1: CCC1=C2CN3C(=CC4=C(C3=O)COC(=O)C4(CC)O)C2=NC5=C1C=C(C=C5)O. Drug 2: CC12CCC3C(C1CCC2O)C(CC4=C3C=CC(=C4)O)CCCCCCCCCS(=O)CCCC(C(F)(F)F)(F)F. Cell line: 786-0. Synergy scores: CSS=8.02, Synergy_ZIP=-3.31, Synergy_Bliss=2.29, Synergy_Loewe=-3.02, Synergy_HSA=1.93.